This data is from Full USPTO retrosynthesis dataset with 1.9M reactions from patents (1976-2016). The task is: Predict the reactants needed to synthesize the given product. (1) Given the product [Cl:21][C:15]1[CH:14]=[C:13]([CH2:12][N:1]2[CH:5]=[CH:4][C:3]([C:6]([O:8][CH2:9][CH3:10])=[O:7])=[N:2]2)[CH:20]=[CH:19][C:16]=1[C:17]#[N:18], predict the reactants needed to synthesize it. The reactants are: [NH:1]1[CH:5]=[CH:4][C:3]([C:6]([O:8][CH2:9][CH3:10])=[O:7])=[N:2]1.Br[CH2:12][C:13]1[CH:20]=[CH:19][C:16]([C:17]#[N:18])=[C:15]([Cl:21])[CH:14]=1.CC(C)([O-])C.[K+]. (2) Given the product [F:19][C:18]([F:21])([F:20])[C:17]1[C:12]([N:10]2[CH:11]=[C:7]([C:25](=[O:27])[CH3:26])[CH:8]=[N:9]2)=[N:13][CH:14]=[CH:15][CH:16]=1, predict the reactants needed to synthesize it. The reactants are: C([Mg]Br)(C)C.I[C:7]1[CH:8]=[N:9][N:10]([C:12]2[C:17]([C:18]([F:21])([F:20])[F:19])=[CH:16][CH:15]=[CH:14][N:13]=2)[CH:11]=1.CON(C)[C:25](=[O:27])[CH3:26].[Cl-].[NH4+]. (3) Given the product [Br:1][C:2]1[CH:10]=[C:6]([S:20]([NH:19][CH2:15][CH2:16][CH2:17][CH3:18])(=[O:22])=[O:21])[CH:5]=[C:4]([CH:11]=[O:12])[C:3]=1[O:13][CH3:14], predict the reactants needed to synthesize it. The reactants are: [Br:1][C:2]1[C:3]([O:13][CH3:14])=[C:4]([CH:11]=[O:12])[CH:5]=[C:6]([CH:10]=1)C(Cl)=O.[CH2:15]([NH:19][SH:20](=[O:22])=[O:21])[CH2:16][CH2:17][CH3:18].C(N(CC)CC)C. (4) Given the product [C:20]([O:19][C:17](=[O:18])[NH:16][C@@H:12]([CH2:11][C:8]1[CH:7]=[CH:6][C:5]([O:4][CH2:1][C:2]#[CH:3])=[CH:10][CH:9]=1)[C:13]([NH:42][S:39]([CH:36]1[CH2:38][CH2:37]1)(=[O:41])=[O:40])=[O:15])([CH3:23])([CH3:22])[CH3:21], predict the reactants needed to synthesize it. The reactants are: [CH2:1]([O:4][C:5]1[CH:10]=[CH:9][C:8]([CH2:11][C@H:12]([NH:16][C:17]([O:19][C:20]([CH3:23])([CH3:22])[CH3:21])=[O:18])[C:13]([OH:15])=O)=[CH:7][CH:6]=1)[CH:2]=[CH2:3].C1N=CN(C(N2C=NC=C2)=O)C=1.[CH:36]1([S:39]([NH2:42])(=[O:41])=[O:40])[CH2:38][CH2:37]1.C1CCN2C(=NCCC2)CC1. (5) Given the product [Cl:8][C:6]1[CH:7]=[C:2]([N:12]2[CH2:13][CH2:14][CH2:15][CH:11]2[CH3:10])[N:3]=[C:4]([NH2:9])[N:5]=1, predict the reactants needed to synthesize it. The reactants are: Cl[C:2]1[CH:7]=[C:6]([Cl:8])[N:5]=[C:4]([NH2:9])[N:3]=1.[CH3:10][CH:11]1[CH2:15][CH2:14][CH2:13][NH:12]1.C(N(CC)CC)C.O. (6) Given the product [F:1][C:2]1[CH:3]=[C:4]([Cl:13])[C:5]([O:11][CH3:12])=[C:6]([CH:8]([NH2:14])[CH3:9])[CH:7]=1, predict the reactants needed to synthesize it. The reactants are: [F:1][C:2]1[CH:3]=[C:4]([Cl:13])[C:5]([O:11][CH3:12])=[C:6]([C:8](=O)[CH3:9])[CH:7]=1.[NH3:14].[BH4-].[Na+]. (7) Given the product [CH2:29]([C:3]([F:31])([CH2:1][CH3:2])[CH2:4][N:5]1[CH2:10][CH2:9][CH:8]([CH2:11][O:12][C:13]2[N:18]=[CH:17][C:16]([C:19]3[CH:27]=[CH:26][C:22]([C:23]([N:55]4[CH2:60][CH2:59][CH2:58][C@@H:57]([OH:61])[CH2:56]4)=[O:25])=[CH:21][CH:20]=3)=[CH:15][CH:14]=2)[CH2:7][CH2:6]1)[CH3:30], predict the reactants needed to synthesize it. The reactants are: [CH2:1]([C:3]([F:31])([CH2:29][CH3:30])[CH2:4][N:5]1[CH2:10][CH2:9][CH:8]([CH2:11][O:12][C:13]2[N:18]=[CH:17][C:16]([C:19]3[CH:27]=[CH:26][C:22]([C:23]([OH:25])=O)=[C:21](F)[CH:20]=3)=[CH:15][CH:14]=2)[CH2:7][CH2:6]1)[CH3:2].C(Cl)CCl.C1C=CC2N(O)N=NC=2C=1.CCN(C(C)C)C(C)C.[NH:55]1[CH2:60][CH2:59][CH2:58][C@@H:57]([OH:61])[CH2:56]1. (8) Given the product [Cl:10][C:3]1[CH:4]=[C:16]([Cl:18])[NH:1][C:2]=1[C:6]([O:8][CH3:9])=[O:7], predict the reactants needed to synthesize it. The reactants are: [NH:1]1C=[CH:4][CH:3]=[C:2]1[C:6]([O:8][CH3:9])=[O:7].[Cl:10]OC(C)(C)C.[CH2:16]([Cl:18])Cl. (9) Given the product [Cl:16][C:17]1[CH:18]=[CH:19][C:20]([C:23]23[N:41]([C:7]([C:6]4[C:2]([CH3:1])=[N:3][O:4][CH:5]=4)=[O:9])[CH2:40][CH2:39][N:24]2[C:25](=[O:38])[C:26]2[N:27]([N:29]=[C:30]([C:32]4[CH:37]=[CH:36][CH:35]=[CH:34][N:33]=4)[CH:31]=2)[CH2:28]3)=[CH:21][CH:22]=1, predict the reactants needed to synthesize it. The reactants are: [CH3:1][C:2]1[C:6]([C:7]([OH:9])=O)=[CH:5][O:4][N:3]=1.C(Cl)(=O)C(Cl)=O.[Cl:16][C:17]1[CH:22]=[CH:21][C:20]([C:23]23[NH:41][CH2:40][CH2:39][N:24]2[C:25](=[O:38])[C:26]2[N:27]([N:29]=[C:30]([C:32]4[CH:37]=[CH:36][CH:35]=[CH:34][N:33]=4)[CH:31]=2)[CH2:28]3)=[CH:19][CH:18]=1.